Dataset: TCR-epitope binding with 47,182 pairs between 192 epitopes and 23,139 TCRs. Task: Binary Classification. Given a T-cell receptor sequence (or CDR3 region) and an epitope sequence, predict whether binding occurs between them. The epitope is FIAGLIAIV. The TCR CDR3 sequence is CSVTEGFGTEAFF. Result: 1 (the TCR binds to the epitope).